From a dataset of Forward reaction prediction with 1.9M reactions from USPTO patents (1976-2016). Predict the product of the given reaction. (1) Given the reactants F[C:2]1[CH:7]=[CH:6][C:5]([N+:8]([O-:10])=[O:9])=[C:4]([N+:11]([O-:13])=[O:12])[CH:3]=1.C([O-])([O-])=O.[K+].[K+].[N:20]1[CH:25]=[CH:24][CH:23]=[C:22]([OH:26])[CH:21]=1, predict the reaction product. The product is: [N+:11]([C:4]1[CH:3]=[C:2]([O:26][C:22]2[CH:21]=[N:20][CH:25]=[CH:24][CH:23]=2)[CH:7]=[CH:6][C:5]=1[N+:8]([O-:10])=[O:9])([O-:13])=[O:12]. (2) Given the reactants [Cl:1][C:2]1[CH:7]=[CH:6][C:5]([C:8]2[N:9]=[C:10]([C:13]([OH:15])=O)[S:11][CH:12]=2)=[CH:4][CH:3]=1.C1N=CN(C(N2C=NC=C2)=O)C=1.[O:28]([C:35]1[CH:36]=[C:37]([CH:41]=[CH:42][CH:43]=1)[CH2:38][CH2:39][NH2:40])[C:29]1[CH:34]=[CH:33][CH:32]=[CH:31][CH:30]=1, predict the reaction product. The product is: [O:28]([C:35]1[CH:36]=[C:37]([CH2:38][CH2:39][NH:40][C:13]([C:10]2[S:11][CH:12]=[C:8]([C:5]3[CH:4]=[CH:3][C:2]([Cl:1])=[CH:7][CH:6]=3)[N:9]=2)=[O:15])[CH:41]=[CH:42][CH:43]=1)[C:29]1[CH:30]=[CH:31][CH:32]=[CH:33][CH:34]=1.